From a dataset of Catalyst prediction with 721,799 reactions and 888 catalyst types from USPTO. Predict which catalyst facilitates the given reaction. (1) Reactant: [Cl:1][C:2]1[CH:7]=[CH:6][C:5]([CH2:8][N:9]2[C:13]([CH3:14])=[CH:12][C:11]([C:15]3[O:19][N:18]=[C:17]([C:20]4[CH:25]=[CH:24][C:23]([O:26][C:27]([F:30])([F:29])[F:28])=[CH:22][CH:21]=4)[N:16]=3)=[N:10]2)=[CH:4][N:3]=1.ClC1C=CC=C(C(OO)=[O:39])C=1. Product: [Cl:1][C:2]1[CH:7]=[CH:6][C:5]([CH2:8][N:9]2[C:13]([CH3:14])=[CH:12][C:11]([C:15]3[O:19][N:18]=[C:17]([C:20]4[CH:25]=[CH:24][C:23]([O:26][C:27]([F:30])([F:28])[F:29])=[CH:22][CH:21]=4)[N:16]=3)=[N:10]2)=[CH:4][N+:3]=1[O-:39]. The catalyst class is: 2. (2) Reactant: [F:1][C:2]1[CH:7]=[CH:6][C:5]([N:8]2[C:12]3=[N:13][CH:14]=[CH:15][C:16](I)=[C:11]3[CH:10]=[N:9]2)=[CH:4][CH:3]=1.[NH:18]1[CH:22]=[CH:21][N:20]=[CH:19]1.C(=O)([O-])[O-].[K+].[K+].N1CCC[C@@H]1C(O)=O. Product: [F:1][C:2]1[CH:7]=[CH:6][C:5]([N:8]2[C:12]3=[N:13][CH:14]=[CH:15][C:16]([N:18]4[CH:22]=[CH:21][N:20]=[CH:19]4)=[C:11]3[CH:10]=[N:9]2)=[CH:4][CH:3]=1. The catalyst class is: 419. (3) Reactant: [Cl:1][C:2]1[CH:7]=[CH:6][C:5]([C:8]([N:10]2[C:19]3[C:14](=[CH:15][CH:16]=[CH:17][CH:18]=3)[CH2:13][CH2:12][CH2:11]2)=[O:9])=[CH:4][C:3]=1[NH:20][C:21]([NH:23][C:24]1[CH:33]=[CH:32][CH:31]=[CH:30][C:25]=1[C:26]([O:28]C)=O)=[O:22].[OH-].[K+].Cl. Product: [Cl:1][C:2]1[CH:7]=[CH:6][C:5]([C:8]([N:10]2[C:11]3[C:16](=[CH:15][CH:14]=[CH:13][CH:12]=3)[CH2:17][CH2:18][CH2:19]2)=[O:9])=[CH:4][C:3]=1[N:20]1[C:26](=[O:28])[C:25]2[C:24](=[CH:33][CH:32]=[CH:31][CH:30]=2)[NH:23][C:21]1=[O:22]. The catalyst class is: 8. (4) Reactant: [C:1]([N:5]1[CH2:10][CH2:9][N:8]([C:11]2[CH:12]=[CH:13][C:14]([N:17]3[C:26]4[C:21](=[CH:22][CH:23]=[CH:24][CH:25]=4)[N:20](C(O)=O)[CH2:19][CH2:18]3)=[N:15][CH:16]=2)[CH2:7][CH2:6]1)([CH3:4])([CH3:3])[CH3:2].Cl.C([O-])(O)=O.[Na+]. Product: [C:1]([N:5]1[CH2:10][CH2:9][N:8]([C:11]2[CH:12]=[CH:13][C:14]([N:17]3[C:26]4[C:21](=[CH:22][CH:23]=[CH:24][CH:25]=4)[NH:20][CH2:19][CH2:18]3)=[N:15][CH:16]=2)[CH2:7][CH2:6]1)([CH3:4])([CH3:2])[CH3:3]. The catalyst class is: 346.